From a dataset of Full USPTO retrosynthesis dataset with 1.9M reactions from patents (1976-2016). Predict the reactants needed to synthesize the given product. (1) The reactants are: N1C(F)=NC(F)=NC=1F.[C:10]([O:14][C:15]([N:17]([CH3:30])[C@@H:18]([CH3:29])[C:19]([NH:21][C@@H:22]([CH:26]([CH3:28])[CH3:27])[C:23]([OH:25])=O)=[O:20])=[O:16])([CH3:13])([CH3:12])[CH3:11].N1C=CC=CC=1.[NH:37]1[C:45]2[C:40](=[CH:41][CH:42]=[CH:43][CH:44]=2)[CH2:39][C@H:38]1[C:46]([O:48][CH2:49][CH3:50])=[O:47].C(C1C=CC=C(C(C)(C)C)N=1)(C)(C)C. Given the product [CH2:49]([O:48][C:46]([C@@H:38]1[CH2:39][C:40]2[C:45](=[CH:44][CH:43]=[CH:42][CH:41]=2)[N:37]1[C:23](=[O:25])[C@@H:22]([NH:21][C:19](=[O:20])[C@@H:18]([N:17]([C:15]([O:14][C:10]([CH3:11])([CH3:12])[CH3:13])=[O:16])[CH3:30])[CH3:29])[CH:26]([CH3:28])[CH3:27])=[O:47])[CH3:50], predict the reactants needed to synthesize it. (2) Given the product [Cl:25][C:23]1[CH:22]=[CH:21][C:18]2[S:19][CH:20]=[C:16]([CH2:15][N:1]3[C:11]4[C:6](=[CH:7][CH:8]=[CH:9][CH:10]=4)[C:4](=[O:5])[C:2]3=[O:3])[C:17]=2[CH:24]=1, predict the reactants needed to synthesize it. The reactants are: [NH:1]1[C:11]2[C:6](=[CH:7][CH:8]=[CH:9][CH:10]=2)[C:4](=[O:5])[C:2]1=[O:3].[H-].[Na+].Br[CH2:15][C:16]1[C:17]2[CH:24]=[C:23]([Cl:25])[CH:22]=[CH:21][C:18]=2[S:19][CH:20]=1.